Task: Predict which catalyst facilitates the given reaction.. Dataset: Catalyst prediction with 721,799 reactions and 888 catalyst types from USPTO (1) Reactant: [F:1][C:2]1[CH:11]=[C:10]2[C:5]([CH:6](O)[CH2:7][CH2:8][O:9]2)=[CH:4][CH:3]=1.N1C=CC=CC=1.S(Cl)([Cl:21])=O. Product: [Cl:21][CH:6]1[C:5]2[C:10](=[CH:11][C:2]([F:1])=[CH:3][CH:4]=2)[O:9][CH2:8][CH2:7]1. The catalyst class is: 27. (2) Reactant: CC1C=CC(S([O:11][CH2:12][C:13]2([CH3:19])[CH2:17][O:16][C:15](=[O:18])[NH:14]2)(=O)=O)=CC=1.[CH3:20][O-].[Na+]. Product: [CH3:20][O:11][CH2:12][C:13]1([CH3:19])[CH2:17][O:16][C:15](=[O:18])[NH:14]1. The catalyst class is: 24. (3) Reactant: C([O:4][CH2:5][C@@H:6]([CH2:12][O:13][S:14]([C:17]1[CH:22]=[CH:21][C:20]([CH3:23])=[CH:19][CH:18]=1)(=[O:16])=[O:15])[CH2:7][CH2:8][CH:9]1[CH2:11][O:10]1)(=O)C.C([O-])([O-])=O.[K+].[K+]. Product: [CH3:23][C:20]1[CH:19]=[CH:18][C:17]([S:14]([O:13][CH2:12][C@H:6]([CH2:5][OH:4])[CH2:7][CH2:8][CH:9]2[CH2:11][O:10]2)(=[O:16])=[O:15])=[CH:22][CH:21]=1. The catalyst class is: 5. (4) Reactant: [Br-].[F:2][C:3]1[CH:21]=[CH:20][C:6]([C:7](=[O:19])[CH2:8][N+:9]2[C:18]3[C:13](=[CH:14][CH:15]=[CH:16][CH:17]=3)[CH:12]=[CH:11][CH:10]=2)=[CH:5][CH:4]=1.[Cr](O[Cr]([O-])(=O)=O)([O-])(=O)=O.C(=O)(O)[O-].[Na+].[C:36](#[N:39])[CH:37]=[CH2:38]. Product: [C:36]([C:37]1[CH:38]=[C:8]([C:7](=[O:19])[C:6]2[CH:20]=[CH:21][C:3]([F:2])=[CH:4][CH:5]=2)[N:9]2[C:18]3[C:13](=[CH:14][CH:15]=[CH:16][CH:17]=3)[CH:12]=[CH:11][C:10]=12)#[N:39]. The catalyst class is: 9.